Dataset: Peptide-MHC class II binding affinity with 134,281 pairs from IEDB. Task: Regression. Given a peptide amino acid sequence and an MHC pseudo amino acid sequence, predict their binding affinity value. This is MHC class II binding data. (1) The peptide sequence is FDLRAQGINLIIHYV. The MHC is HLA-DPA10201-DPB10101 with pseudo-sequence HLA-DPA10201-DPB10101. The binding affinity (normalized) is 0.691. (2) The peptide sequence is AFKVAAQAANAAPAN. The binding affinity (normalized) is 0.598. The MHC is DRB1_0401 with pseudo-sequence DRB1_0401. (3) The peptide sequence is AQVRADRILALDADP. The MHC is DRB1_0405 with pseudo-sequence DRB1_0405. The binding affinity (normalized) is 0.438. (4) The peptide sequence is IVYIKPAKNIYSFNE. The MHC is HLA-DQA10102-DQB10502 with pseudo-sequence HLA-DQA10102-DQB10502. The binding affinity (normalized) is 0.199. (5) The peptide sequence is IVIGIGDNALKINWY. The MHC is DRB1_1501 with pseudo-sequence DRB1_1501. The binding affinity (normalized) is 0.436. (6) The peptide sequence is RSLRTVTPIRMQGGY. The MHC is HLA-DPA10201-DPB10101 with pseudo-sequence HLA-DPA10201-DPB10101. The binding affinity (normalized) is 0.454.